Dataset: Full USPTO retrosynthesis dataset with 1.9M reactions from patents (1976-2016). Task: Predict the reactants needed to synthesize the given product. (1) Given the product [C:12]1([C:2]2[CH:8]=[C:7]([N+:9]([O-:11])=[O:10])[CH:6]=[CH:5][C:3]=2[NH2:4])[CH:17]=[CH:16][CH:15]=[CH:14][CH:13]=1, predict the reactants needed to synthesize it. The reactants are: Br[C:2]1[CH:8]=[C:7]([N+:9]([O-:11])=[O:10])[CH:6]=[CH:5][C:3]=1[NH2:4].[C:12]1(B(O)O)[CH:17]=[CH:16][CH:15]=[CH:14][CH:13]=1.C(=O)([O-])[O-].[K+].[K+].Cl. (2) Given the product [O:1]1[CH2:5][CH2:4][O:3][CH:2]1[CH2:6][CH2:7][CH2:8][CH2:9][CH2:10][CH2:11][CH2:12][CH2:13][O:14][C:15]1[CH:16]=[C:17]([CH:18]=[C:19]([Br:21])[CH:20]=1)[CH:22]=[O:23], predict the reactants needed to synthesize it. The reactants are: [O:1]1[CH2:5][CH2:4][O:3][CH:2]1[CH2:6][CH2:7][CH2:8][CH2:9][CH2:10][CH2:11][CH2:12][CH2:13][O:14][C:15]1[CH:16]=[C:17]([CH2:22][OH:23])[CH:18]=[C:19]([Br:21])[CH:20]=1.[O-2].[Mg+4].[O-2]. (3) Given the product [CH:1]1([CH2:7][C@H:8]([N:22]2[CH2:26][C:25]([O:27][CH2:31][CH2:30][CH3:35])=[CH:24][C:23]2=[O:28])[C:9]([NH:11][C:12]2[CH:16]=[CH:15][N:14]([CH2:17][C:18]([OH:21])([CH3:19])[CH3:20])[N:13]=2)=[O:10])[CH2:6][CH2:5][CH2:4][CH2:3][CH2:2]1, predict the reactants needed to synthesize it. The reactants are: [CH:1]1([CH2:7][C@H:8]([N:22]2[CH2:26][C:25](=[O:27])[CH2:24][C:23]2=[O:28])[C:9]([NH:11][C:12]2[CH:16]=[CH:15][N:14]([CH2:17][C:18]([OH:21])([CH3:20])[CH3:19])[N:13]=2)=[O:10])[CH2:6][CH2:5][CH2:4][CH2:3][CH2:2]1.O.[C:30]1(C)[CH:35]=CC(S(O)(=O)=O)=C[CH:31]=1. (4) Given the product [C:26]([O:25][C:23](=[O:24])[CH2:22][CH2:21][C:2]([NH:1][C:37](=[O:39])[CH3:38])([CH2:12][CH2:13][C:14]([O:16][C:17]([CH3:18])([CH3:19])[CH3:20])=[O:15])[CH2:3][CH2:4][C:5]([O:7][C:8]([CH3:11])([CH3:9])[CH3:10])=[O:6])([CH3:29])([CH3:28])[CH3:27], predict the reactants needed to synthesize it. The reactants are: [NH2:1][C:2]([CH2:21][CH2:22][C:23]([O:25][C:26]([CH3:29])([CH3:28])[CH3:27])=[O:24])([CH2:12][CH2:13][C:14]([O:16][C:17]([CH3:20])([CH3:19])[CH3:18])=[O:15])[CH2:3][CH2:4][C:5]([O:7][C:8]([CH3:11])([CH3:10])[CH3:9])=[O:6].C(N(CC)CC)C.[C:37](Cl)(=[O:39])[CH3:38]. (5) Given the product [CH3:17][C:18]1([CH3:23])[CH2:19][O:20][C:2]([CH2:3][S:4][CH2:5][C:6]([O:8][CH2:9][CH3:10])=[O:7])([C:11]2[CH:16]=[CH:15][CH:14]=[CH:13][CH:12]=2)[O:1][CH2:21]1, predict the reactants needed to synthesize it. The reactants are: [O:1]=[C:2]([C:11]1[CH:16]=[CH:15][CH:14]=[CH:13][CH:12]=1)[CH2:3][S:4][CH2:5][C:6]([O:8][CH2:9][CH3:10])=[O:7].[CH3:17][C:18]([CH3:23])([CH2:21]O)[CH2:19][OH:20].